Dataset: Catalyst prediction with 721,799 reactions and 888 catalyst types from USPTO. Task: Predict which catalyst facilitates the given reaction. (1) Reactant: [Br:1][C:2]1[C:11]2[C:6](=[CH:7][CH:8]=[C:9]([O:12][CH3:13])[N:10]=2)[N:5]=[CH:4][C:3]=1[NH2:14].[F:15][B-:16]([F:19])([F:18])[F:17].[N:20]#[O+]. Product: [F:15][B-:16]([F:19])([F:18])[F:17].[Br:1][C:2]1[C:11]2[C:6](=[CH:7][CH:8]=[C:9]([O:12][CH3:13])[N:10]=2)[N:5]=[CH:4][C:3]=1[N+:14]#[N:20]. The catalyst class is: 1. (2) Reactant: Cl[C:2]1[C:12]([C:13]#[N:14])=[CH:11][C:5]([C:6]([O:8][CH2:9][CH3:10])=[O:7])=[CH:4][N:3]=1.[NH:15]1[CH2:20][CH2:19][CH:18]([NH:21][C:22](=[O:28])[O:23][C:24]([CH3:27])([CH3:26])[CH3:25])[CH2:17][CH2:16]1.[CH3:29]CN(C(C)C)C(C)C. Product: [C:24]([O:23][C:22]([NH:21][CH:18]1[CH2:17][CH2:16][N:15]([C:2]2[C:12]([C:13]#[N:14])=[CH:11][C:5]([C:6]([O:8][CH2:9][CH3:10])=[O:7])=[C:4]([CH3:29])[N:3]=2)[CH2:20][CH2:19]1)=[O:28])([CH3:25])([CH3:27])[CH3:26]. The catalyst class is: 14.